The task is: Predict the reaction yield, written as a fraction of the theoretical maximum amount of product (1.0 means a 100% yield; for example, 0.34 means a 34% yield).. This data is from Reaction yield outcomes from USPTO patents with 853,638 reactions. (1) The reactants are [CH2:1]([O:3][C@@H:4]1[CH2:8][N:7]([C:9](=[O:19])[C@H:10]([CH:16]([CH3:18])[CH3:17])[NH:11][C:12]([O:14][CH3:15])=[O:13])[C@H:6]([C:20]2[NH:24][C:23]3[C:25]4[C:30]([CH:31]=[CH:32][C:22]=3[N:21]=2)=[CH:29][C:28]2[C:33]3[C:38]([CH2:39][O:40][C:27]=2[CH:26]=4)=[CH:37][C:36]([C:41]2[NH:45][C:44]([C@@H:46]4[CH2:50][CH2:49][CH2:48][N:47]4C(OC(C)(C)C)=O)=[N:43][CH:42]=2)=[CH:35][CH:34]=3)[CH2:5]1)[CH3:2].Cl.[CH3:59][O:60][C:61]([NH:63][C@@H:64]([CH:68]([CH3:70])[CH3:69])[C:65](O)=[O:66])=[O:62].CN(C(ON1N=NC2C=CC=NC1=2)=[N+](C)C)C.F[P-](F)(F)(F)(F)F.CCN(C(C)C)C(C)C. The catalyst is C(Cl)Cl.CO.CN(C=O)C.[Li+].[OH-]. The product is [CH2:1]([O:3][C@@H:4]1[CH2:8][N:7]([C:9](=[O:19])[C@@H:10]([NH:11][C:12]([O:14][CH3:15])=[O:13])[CH:16]([CH3:18])[CH3:17])[C@H:6]([C:20]2[NH:24][C:23]3[C:25]4[C:30]([CH:31]=[CH:32][C:22]=3[N:21]=2)=[CH:29][C:28]2[C:33]3[C:38]([CH2:39][O:40][C:27]=2[CH:26]=4)=[CH:37][C:36]([C:41]2[NH:45][C:44]([C@@H:46]4[CH2:50][CH2:49][CH2:48][N:47]4[C:65](=[O:66])[C@@H:64]([NH:63][C:61](=[O:62])[O:60][CH3:59])[CH:68]([CH3:70])[CH3:69])=[N:43][CH:42]=2)=[CH:35][CH:34]=3)[CH2:5]1)[CH3:2]. The yield is 0.170. (2) The reactants are [CH3:1][C:2]1[O:6][N:5]=[C:4]([C:7]2[CH:12]=[CH:11][CH:10]=[CH:9][CH:8]=2)[C:3]=1[CH2:13][O:14][C:15]1[CH:23]=[CH:22][C:18]([C:19]([OH:21])=O)=[CH:17][N:16]=1.[O:24]=[S:25]1(=[O:31])[CH2:29][CH2:28][CH:27]([NH2:30])[CH2:26]1. No catalyst specified. The product is [O:24]=[S:25]1(=[O:31])[CH2:29][CH2:28][CH:27]([NH:30][C:19](=[O:21])[C:18]2[CH:22]=[CH:23][C:15]([O:14][CH2:13][C:3]3[C:4]([C:7]4[CH:8]=[CH:9][CH:10]=[CH:11][CH:12]=4)=[N:5][O:6][C:2]=3[CH3:1])=[N:16][CH:17]=2)[CH2:26]1. The yield is 0.540.